From a dataset of Full USPTO retrosynthesis dataset with 1.9M reactions from patents (1976-2016). Predict the reactants needed to synthesize the given product. (1) Given the product [NH2:17][CH:11]([CH2:10][C:2]1[S:1][C:5]2[CH:6]=[CH:7][CH:8]=[CH:9][C:4]=2[N:3]=1)[C:12]([N:14]([CH3:15])[CH3:16])=[O:13], predict the reactants needed to synthesize it. The reactants are: [S:1]1[C:5]2[CH:6]=[CH:7][CH:8]=[CH:9][C:4]=2[N:3]=[C:2]1[CH2:10][CH:11]([NH:17]C(=O)OC(C)(C)C)[C:12]([N:14]([CH3:16])[CH3:15])=[O:13].O1CCOCC1.Cl. (2) Given the product [CH3:12][C:2]([O:13][CH2:14][C@H:15]1[CH2:17][O:16]1)([CH3:1])[CH2:3][N:4]1[CH:8]=[CH:7][C:6]([NH2:9])=[N:5]1, predict the reactants needed to synthesize it. The reactants are: [CH3:1][C:2]([O:13][CH2:14][C@H:15]1[CH2:17][O:16]1)([CH3:12])[CH2:3][N:4]1[CH:8]=[CH:7][C:6]([N+:9]([O-])=O)=[N:5]1.C(OCC)(=O)C.[H][H]. (3) Given the product [NH2:15][C:14]1[S:13][C:9]2[CH:10]=[C:4]([O:3][C:2]([F:11])([F:12])[F:1])[CH:5]=[CH:6][C:7]=2[N:8]=1, predict the reactants needed to synthesize it. The reactants are: [F:1][C:2]([F:12])([F:11])[O:3][C:4]1[CH:10]=[CH:9][C:7]([NH2:8])=[CH:6][CH:5]=1.[S-:13][C:14]#[N:15].[NH4+]. (4) Given the product [CH:23]1([NH:28][C:29]2[N:20]3[N:19]=[CH:18][C:17]([C:21]#[N:22])=[C:16]3[NH:15][C:13]=2[C:4]2[C:3]([O:2][CH3:1])=[CH:12][C:11]3[C:6](=[CH:7][CH:8]=[CH:9][CH:10]=3)[CH:5]=2)[CH2:27][CH2:26][CH2:25][CH2:24]1, predict the reactants needed to synthesize it. The reactants are: [CH3:1][O:2][C:3]1[C:4]([CH:13]=O)=[CH:5][C:6]2[C:11]([CH:12]=1)=[CH:10][CH:9]=[CH:8][CH:7]=2.[NH2:15][C:16]1[NH:20][N:19]=[CH:18][C:17]=1[C:21]#[N:22].[CH:23]1([N+:28]#[C-:29])[CH2:27][CH2:26][CH2:25][CH2:24]1.Cl(O)(=O)(=O)=O. (5) Given the product [Cl:1][C:2]1[CH:17]=[CH:16][C:5]([O:6][C:7]2[CH:15]=[CH:14][C:10]([C:11]([NH:25][S:22]([N:21]([CH3:26])[CH3:20])(=[O:24])=[O:23])=[O:12])=[CH:9][CH:8]=2)=[C:4]([O:18][CH3:19])[CH:3]=1, predict the reactants needed to synthesize it. The reactants are: [Cl:1][C:2]1[CH:17]=[CH:16][C:5]([O:6][C:7]2[CH:15]=[CH:14][C:10]([C:11](O)=[O:12])=[CH:9][CH:8]=2)=[C:4]([O:18][CH3:19])[CH:3]=1.[CH3:20][N:21]([CH3:26])[S:22]([NH2:25])(=[O:24])=[O:23]. (6) Given the product [ClH:27].[CH3:1][O:2][C:3]1[CH:4]=[C:5]([C:9]2[N:10]=[C:11]3[CH:16]=[CH:15][C:14]([B:17]([OH:21])[OH:18])=[CH:13][N:12]3[CH:26]=2)[CH:6]=[CH:7][CH:8]=1, predict the reactants needed to synthesize it. The reactants are: [CH3:1][O:2][C:3]1[CH:4]=[C:5]([C:9]2[N:10]=[C:11]3[CH:16]=[CH:15][C:14]([B:17]4[O:21]C(C)(C)C(C)(C)[O:18]4)=[CH:13][N:12]3[CH:26]=2)[CH:6]=[CH:7][CH:8]=1.[ClH:27]. (7) Given the product [C:1]([O:5][C:6]([N:8]1[CH2:13][CH2:12][N:11]([S:43]([C:40]2[CH:41]=[CH:42][C:35]3[O:34][CH2:33][CH2:32][N:31]4[C:37](=[N:38][C:29]([C:28]5[N:24]([CH:21]([CH3:22])[CH3:23])[N:25]=[CH:26][N:27]=5)=[CH:30]4)[C:36]=3[CH:39]=2)(=[O:45])=[O:44])[CH2:10][CH2:9]1)=[O:7])([CH3:4])([CH3:2])[CH3:3], predict the reactants needed to synthesize it. The reactants are: [C:1]([O:5][C:6]([N:8]1[CH2:13][CH2:12][NH:11][CH2:10][CH2:9]1)=[O:7])([CH3:4])([CH3:3])[CH3:2].CCN(CC)CC.[CH:21]([N:24]1[C:28]([C:29]2[N:38]=[C:37]3[N:31]([CH2:32][CH2:33][O:34][C:35]4[CH:42]=[CH:41][C:40]([S:43](Cl)(=[O:45])=[O:44])=[CH:39][C:36]=43)[CH:30]=2)=[N:27][CH:26]=[N:25]1)([CH3:23])[CH3:22].